From a dataset of Reaction yield outcomes from USPTO patents with 853,638 reactions. Predict the reaction yield, written as a fraction of the theoretical maximum amount of product (1.0 means a 100% yield; for example, 0.34 means a 34% yield). (1) The reactants are [CH3:1][O:2][C:3]1[CH:17]=[C:16]([O:18][CH3:19])[CH:15]=[CH:14][C:4]=1[CH2:5][NH:6][C:7]1[CH:12]=[CH:11][N:10]=[C:9](F)[N:8]=1.[CH2:20]([OH:27])[C:21]1[CH:26]=[CH:25][CH:24]=[CH:23][CH:22]=1.[H-].[Na+].[Cl-].[NH4+]. The catalyst is CN(C=O)C. The product is [CH2:20]([O:27][C:9]1[N:8]=[C:7]([NH:6][CH2:5][C:4]2[CH:14]=[CH:15][C:16]([O:18][CH3:19])=[CH:17][C:3]=2[O:2][CH3:1])[CH:12]=[CH:11][N:10]=1)[C:21]1[CH:26]=[CH:25][CH:24]=[CH:23][CH:22]=1. The yield is 0.990. (2) The reactants are [NH2:1][C:2]1[N:7]=[CH:6][N:5]=[C:4]2[N:8]([CH2:25][C@H:26]([NH:28]C(=O)OC(C)(C)C)[CH3:27])[N:9]=[C:10]([C:11]3[CH:16]=[CH:15][C:14]([O:17][C:18]4[CH:23]=[CH:22][CH:21]=[CH:20][CH:19]=4)=[CH:13][C:12]=3[F:24])[C:3]=12.Cl. The catalyst is C(Cl)Cl.O1CCOCC1. The product is [NH2:28][C@H:26]([CH3:27])[CH2:25][N:8]1[C:4]2=[N:5][CH:6]=[N:7][C:2]([NH2:1])=[C:3]2[C:10]([C:11]2[CH:16]=[CH:15][C:14]([O:17][C:18]3[CH:19]=[CH:20][CH:21]=[CH:22][CH:23]=3)=[CH:13][C:12]=2[F:24])=[N:9]1. The yield is 0.900. (3) The reactants are COC1C=C(OC)C=CC=1C[NH:6][C@@H:7]1[CH2:12][CH2:11][C@H:10]([NH:13][S:14]([C:17]2[CH:22]=[CH:21][C:20]([C:23]3[CH:28]=[CH:27][C:26]([F:29])=[CH:25][C:24]=3[F:30])=[CH:19][CH:18]=2)(=[O:16])=[O:15])[CH2:9][CH2:8]1.O. The catalyst is C(#N)C.CCOC(C)=O. The product is [NH2:6][C@@H:7]1[CH2:12][CH2:11][C@H:10]([NH:13][S:14]([C:17]2[CH:18]=[CH:19][C:20]([C:23]3[CH:28]=[CH:27][C:26]([F:29])=[CH:25][C:24]=3[F:30])=[CH:21][CH:22]=2)(=[O:16])=[O:15])[CH2:9][CH2:8]1. The yield is 0.250. (4) The reactants are CC1(C)[O:6][C@H:5]([CH2:7][CH:8]=O)[C:4](=[O:10])O1.[NH2:12][CH:13]1[CH2:18][CH2:17][N:16]([C:19]([O:21][C:22]([CH3:25])([CH3:24])[CH3:23])=[O:20])[CH2:15][CH2:14]1.C(O)(=O)C.[BH-](OC(C)=O)(OC(C)=O)OC(C)=O.[Na+]. The catalyst is C(Cl)CCl. The product is [OH:6][C@@H:5]1[CH2:7][CH2:8][N:12]([CH:13]2[CH2:14][CH2:15][N:16]([C:19]([O:21][C:22]([CH3:25])([CH3:24])[CH3:23])=[O:20])[CH2:17][CH2:18]2)[C:4]1=[O:10]. The yield is 0.713. (5) The reactants are Cl[C:2]1[N:3]=[N:4][C:5]([N:11]2[CH2:16][CH2:15][N:14]([C:17]3[CH:22]=[CH:21][C:20]([C:23]([F:26])([F:25])[F:24])=[CH:19][N:18]=3)[CH2:13][CH2:12]2)=[C:6]2[CH:10]=[CH:9][O:8][C:7]=12.ClC1N=NC(N2CCN(C3C=CC(C(F)(F)F)=CN=3)CC2)=C2OC=CC=12.[Br-].[CH2:54]([Zn+])[C:55]1[CH:60]=[CH:59][CH:58]=[CH:57][CH:56]=1. The catalyst is C1C=CC([P]([Pd]([P](C2C=CC=CC=2)(C2C=CC=CC=2)C2C=CC=CC=2)([P](C2C=CC=CC=2)(C2C=CC=CC=2)C2C=CC=CC=2)[P](C2C=CC=CC=2)(C2C=CC=CC=2)C2C=CC=CC=2)(C2C=CC=CC=2)C2C=CC=CC=2)=CC=1. The product is [CH2:54]([C:2]1[N:3]=[N:4][C:5]([N:11]2[CH2:12][CH2:13][N:14]([C:17]3[CH:22]=[CH:21][C:20]([C:23]([F:25])([F:24])[F:26])=[CH:19][N:18]=3)[CH2:15][CH2:16]2)=[C:6]2[CH:10]=[CH:9][O:8][C:7]=12)[C:55]1[CH:60]=[CH:59][CH:58]=[CH:57][CH:56]=1. The yield is 0.0700.